The task is: Predict the reaction yield, written as a fraction of the theoretical maximum amount of product (1.0 means a 100% yield; for example, 0.34 means a 34% yield).. This data is from Reaction yield outcomes from USPTO patents with 853,638 reactions. (1) The reactants are [N:1]([CH2:4][C@@H:5]1[O:9][C:8](=[O:10])[N:7]([C:11]2[CH:12]=[CH:13][C:14]3[CH2:20][CH2:19][CH2:18][C:17](=[O:21])[CH2:16][C:15]=3[CH:22]=2)[CH2:6]1)=[N+]=[N-]. The catalyst is CO.[Pd]. The product is [NH2:1][CH2:4][C@@H:5]1[O:9][C:8](=[O:10])[N:7]([C:11]2[CH:12]=[CH:13][C:14]3[CH2:20][CH2:19][CH2:18][C:17](=[O:21])[CH2:16][C:15]=3[CH:22]=2)[CH2:6]1. The yield is 0.710. (2) The reactants are Cl.[N:2]1([CH2:8][CH2:9][N:10]2[C:14]3[CH:15]=[CH:16][CH:17]=[CH:18][C:13]=3[N:12]([C:19]([NH:21][C@H:22]([C:27](O)=[O:28])[C@H:23]([CH2:25][CH3:26])[CH3:24])=[O:20])[C:11]2=[O:30])[CH2:7][CH2:6][O:5][CH2:4][CH2:3]1.C1N=[CH:34][N:33](C(N2C=NC=C2)=O)[CH:32]=1.CNC.O. The catalyst is CN(C=O)C. The product is [CH3:32][N:33]([CH3:34])[C:27]([C@@H:22]([NH:21][C:19]([N:12]1[C:13]2[CH:18]=[CH:17][CH:16]=[CH:15][C:14]=2[N:10]([CH2:9][CH2:8][N:2]2[CH2:3][CH2:4][O:5][CH2:6][CH2:7]2)[C:11]1=[O:30])=[O:20])[C@@H:23]([CH3:24])[CH2:25][CH3:26])=[O:28]. The yield is 0.540. (3) The reactants are [CH3:1][N:2]1[CH2:7][CH2:6][NH:5][CH2:4][CH2:3]1.Br[C:9]1[CH:10]=[C:11]([N+:16]([O-:18])=[O:17])[C:12]([CH3:15])=[N:13][CH:14]=1.C1(P(C2C=CC=CC=2)C2C3OC4C(=CC=CC=4P(C4C=CC=CC=4)C4C=CC=CC=4)C(C)(C)C=3C=CC=2)C=CC=CC=1.C(=O)([O-])[O-].[Cs+].[Cs+]. The catalyst is O1CCOCC1.C1C=CC(/C=C/C(/C=C/C2C=CC=CC=2)=O)=CC=1.C1C=CC(/C=C/C(/C=C/C2C=CC=CC=2)=O)=CC=1.C1C=CC(/C=C/C(/C=C/C2C=CC=CC=2)=O)=CC=1.[Pd].[Pd]. The product is [CH3:1][N:2]1[CH2:7][CH2:6][N:5]([C:9]2[CH:14]=[N:13][C:12]([CH3:15])=[C:11]([N+:16]([O-:18])=[O:17])[CH:10]=2)[CH2:4][CH2:3]1. The yield is 0.710. (4) The reactants are Cl.C([N:9]1[CH2:14][CH2:13][CH:12]([C:15]([O:17][CH2:18][CH3:19])=[O:16])[C:11](=[O:20])[CH2:10]1)C1C=CC=CC=1.C(N(CC)CC)C.[C:36](O[C:36]([O:38][C:39]([CH3:42])([CH3:41])[CH3:40])=[O:37])([O:38][C:39]([CH3:42])([CH3:41])[CH3:40])=[O:37]. The catalyst is C(O)C.[Pd]. The product is [O:20]=[C:11]1[CH:12]([C:15]([O:17][CH2:18][CH3:19])=[O:16])[CH2:13][CH2:14][N:9]([C:36]([O:38][C:39]([CH3:40])([CH3:41])[CH3:42])=[O:37])[CH2:10]1. The yield is 0.940. (5) The reactants are [OH:1]CC1OC(=O)NC1.[NH:9]1[C:13]([N:14]2[CH2:22][C:21]3[C:16](=[CH:17][CH:18]=[C:19]([C:23]4[CH:28]=[CH:27][C:26]([N:29]5[CH2:33][C@H:32]([CH2:34][OH:35])[O:31][C:30]5=[O:36])=[CH:25][C:24]=4[F:37])[CH:20]=3)[CH2:15]2)=[CH:12][N:11]=[N:10]1.C(N(CC)CC)C.[P:45](Cl)(Cl)(Cl)=[O:46].[OH2:50]. The catalyst is C1COCC1. The product is [P:45]([OH:46])([OH:1])([O:35][CH2:34][C@@H:32]1[O:31][C:30](=[O:36])[N:29]([C:26]2[CH:27]=[CH:28][C:23]([C:19]3[CH:20]=[C:21]4[C:16](=[CH:17][CH:18]=3)[CH2:15][N:14]([C:13]3[NH:9][N:10]=[N:11][CH:12]=3)[CH2:22]4)=[C:24]([F:37])[CH:25]=2)[CH2:33]1)=[O:50]. The yield is 0.410. (6) The reactants are [C:1]([C:3]1([C:11]2[CH:16]=[CH:15][C:14]([NH:17][C:18]([C:20]3[N:21](COCC[Si](C)(C)C)[CH:22]=[C:23]([C:25]#[N:26])[N:24]=3)=[O:19])=[C:13]([C:35]3[CH2:40][CH2:39][C:38]([CH3:42])([CH3:41])[CH2:37][CH:36]=3)[CH:12]=2)[CH2:8][CH2:7][S:6](=[O:10])(=[O:9])[CH2:5][CH2:4]1)#[N:2].C(O)(C(F)(F)F)=O.CCO. The catalyst is C(Cl)Cl. The product is [C:1]([C:3]1([C:11]2[CH:16]=[CH:15][C:14]([NH:17][C:18]([C:20]3[NH:21][CH:22]=[C:23]([C:25]#[N:26])[N:24]=3)=[O:19])=[C:13]([C:35]3[CH2:40][CH2:39][C:38]([CH3:42])([CH3:41])[CH2:37][CH:36]=3)[CH:12]=2)[CH2:4][CH2:5][S:6](=[O:9])(=[O:10])[CH2:7][CH2:8]1)#[N:2]. The yield is 0.330. (7) The reactants are Cl.[CH:2]([N:5]1[C:9]([C:10]2[N:19]=[C:18]3[N:12]([CH2:13][CH2:14][O:15][C:16]4[CH:23]=[C:22]([CH:24]5[CH2:29][CH2:28][NH:27][CH2:26][CH2:25]5)[CH:21]=[CH:20][C:17]=43)[CH:11]=2)=[N:8][C:7]([CH3:30])=[N:6]1)([CH3:4])[CH3:3].C(=O)([O-])[O-].[K+].[K+].Br[CH2:38][C:39]([NH2:41])=[O:40]. The product is [CH:2]([N:5]1[C:9]([C:10]2[N:19]=[C:18]3[C:17]4[CH:20]=[CH:21][C:22]([CH:24]5[CH2:29][CH2:28][N:27]([CH2:38][C:39]([NH2:41])=[O:40])[CH2:26][CH2:25]5)=[CH:23][C:16]=4[O:15][CH2:14][CH2:13][N:12]3[CH:11]=2)=[N:8][C:7]([CH3:30])=[N:6]1)([CH3:4])[CH3:3]. The yield is 0.410. The catalyst is CN(C=O)C.C(OCC)(=O)C.CO.